Task: Predict the reactants needed to synthesize the given product.. Dataset: Full USPTO retrosynthesis dataset with 1.9M reactions from patents (1976-2016) (1) Given the product [C:4]([O:6][CH3:7])(=[O:5])[C:3]([CH3:9])=[CH2:8].[C:11]([O:13][CH2:14][CH2:22][O:20][CH3:19])(=[O:12])[CH:10]=[CH2:16].[C:11]([O:13][CH2:14][C:18]1[CH:23]=[CH:22][CH:21]=[CH:19][CH:17]=1)(=[O:12])[C:10]([CH3:15])=[CH2:16].[C:4]([OH:6])(=[O:5])[C:3]([CH3:9])=[CH2:8], predict the reactants needed to synthesize it. The reactants are: N([C:10]([CH3:16])([CH3:15])[C:11]([O:13][CH3:14])=[O:12])=N[C:3]([CH3:9])([CH3:8])[C:4]([O:6][CH3:7])=[O:5].[CH2:17]([C:19]([CH3:21])=[O:20])[CH3:18].[CH:22](O)(C)[CH3:23]. (2) Given the product [C:13]1([CH:7]([C:1]2[CH:2]=[CH:3][CH:4]=[CH:5][CH:6]=2)[CH2:8][CH2:9][C:10]([NH:33][C:34]2[CH:39]=[CH:38][CH:37]=[CH:36][N:35]=2)=[O:12])[CH:18]=[CH:17][CH:16]=[CH:15][CH:14]=1, predict the reactants needed to synthesize it. The reactants are: [C:1]1([CH:7]([C:13]2[CH:18]=[CH:17][CH:16]=[CH:15][CH:14]=2)[CH2:8][CH2:9][C:10]([OH:12])=O)[CH:6]=[CH:5][CH:4]=[CH:3][CH:2]=1.C(Cl)CCl.C1C=CC2N(O)N=NC=2C=1.[NH2:33][C:34]1[CH:39]=[CH:38][CH:37]=[CH:36][N:35]=1. (3) Given the product [F:17][C:11]1[CH:12]=[CH:13][CH:14]=[C:15]([F:16])[C:10]=1[CH2:9][NH:8][C:5]1[N:4]=[CH:3][C:2]([C:59]2[CH:58]=[N:60][C:23]([O:24][CH3:25])=[CH:22][C:21]=2[CH3:20])=[CH:7][N:6]=1, predict the reactants needed to synthesize it. The reactants are: Br[C:2]1[CH:3]=[N:4][C:5]([NH:8][CH2:9][C:10]2[C:15]([F:16])=[CH:14][CH:13]=[CH:12][C:11]=2[F:17])=[N:6][CH:7]=1.ClC1[C:20](C2C=CC(NC(=O)C3C=CC=CC=3C(F)(F)F)=NC=2)=[CH:21][C:22]2O[C:25](F)(F)[O:24][C:23]=2C=1.P([O-])([O-])([O-])=O.[K+].[K+].[K+].O.[C:58](#[N:60])[CH3:59]. (4) Given the product [NH2:49][C:45]1[N:44]=[C:43]([C:40]2[S:39][C:38]3[CH:50]=[CH:51][C:35]([NH:34][C:30]4[CH:29]=[C:28]([OH:27])[CH:33]=[CH:32][CH:31]=4)=[CH:36][C:37]=3[C:41]=2[CH3:42])[CH:48]=[CH:47][N:46]=1, predict the reactants needed to synthesize it. The reactants are: NC1N=C(C2SC3C=CC(OC4C=C(O)C=CC=4)=CC=3C=2C)C=CN=1.C[O:27][C:28]1[CH:29]=[C:30]([NH:34][C:35]2[CH:51]=[CH:50][C:38]3[S:39][C:40]([C:43]4[CH:48]=[CH:47][N:46]=[C:45]([NH2:49])[N:44]=4)=[C:41]([CH3:42])[C:37]=3[CH:36]=2)[CH:31]=[CH:32][CH:33]=1.COC1C=C(C=CC=1)OC1C=CC2SC(C3C=CN=C(N)N=3)=C(C)C=2C=1. (5) Given the product [ClH:17].[Br:6][C:7]1[CH:12]=[CH:11][C:10]([NH:13][NH2:1])=[C:9]([CH2:14][CH3:15])[CH:8]=1, predict the reactants needed to synthesize it. The reactants are: [N:1]([O-])=O.[Na+].Cl.[Br:6][C:7]1[CH:12]=[CH:11][C:10]([NH2:13])=[C:9]([CH2:14][CH3:15])[CH:8]=1.[Sn](Cl)[Cl:17]. (6) The reactants are: Cl.Cl.[F:3][C:4]([F:24])([F:23])[C:5]([C:11]1[CH:16]=[CH:15][C:14]([N:17]2[CH2:22][CH2:21][NH:20][CH2:19][CH2:18]2)=[CH:13][CH:12]=1)([OH:10])[C:6]([F:9])([F:8])[F:7].C(N(CC)CC)C.[N+:32]([C:35]1[CH:36]=[C:37]([S:40](Cl)(=[O:42])=[O:41])[S:38][CH:39]=1)([O-:34])=[O:33]. Given the product [N+:32]([C:35]1[CH:36]=[C:37]([S:40]([N:20]2[CH2:21][CH2:22][N:17]([C:14]3[CH:13]=[CH:12][C:11]([C:5]([OH:10])([C:6]([F:9])([F:8])[F:7])[C:4]([F:3])([F:23])[F:24])=[CH:16][CH:15]=3)[CH2:18][CH2:19]2)(=[O:42])=[O:41])[S:38][CH:39]=1)([O-:34])=[O:33], predict the reactants needed to synthesize it. (7) Given the product [Cl:1][C:2]1[CH:3]=[C:4]([C:9]([N:11]2[CH2:16][CH2:15][CH2:14][CH:13]([CH3:17])[CH2:12]2)=[O:10])[CH:5]=[N:6][C:7]=1[O:25][C:22]1[CH:23]=[N:35][C:19]([CH3:24])=[CH:20][CH:21]=1, predict the reactants needed to synthesize it. The reactants are: [Cl:1][C:2]1[CH:3]=[C:4]([C:9]([N:11]2[CH2:16][CH2:15][CH2:14][CH:13]([CH3:17])[CH2:12]2)=[O:10])[CH:5]=[N:6][C:7]=1Cl.Cl[C:19]1[CH:24]=[CH:23][C:22]([OH:25])=[CH:21][CH:20]=1.C([O-])([O-])=O.[K+].[K+].CC([N:35](C)C)=O.